Dataset: Catalyst prediction with 721,799 reactions and 888 catalyst types from USPTO. Task: Predict which catalyst facilitates the given reaction. Reactant: [Cl:1][C:2]1[CH:3]=[N:4][CH:5]=[C:6]([Cl:26])[C:7]=1[CH2:8][C:9]([C:11]1[C:16]2[O:17][C:18]3([O:23][C:15]=2[C:14]([O:24][CH3:25])=[CH:13][CH:12]=1)[CH2:22][CH2:21][CH2:20][CH2:19]3)=[O:10].C1C=C(Cl)C=C(C(OO)=[O:35])C=1. Product: [Cl:1][C:2]1[CH:3]=[N+:4]([O-:35])[CH:5]=[C:6]([Cl:26])[C:7]=1[CH2:8][C:9]([C:11]1[C:16]2[O:17][C:18]3([O:23][C:15]=2[C:14]([O:24][CH3:25])=[CH:13][CH:12]=1)[CH2:22][CH2:21][CH2:20][CH2:19]3)=[O:10]. The catalyst class is: 25.